This data is from Catalyst prediction with 721,799 reactions and 888 catalyst types from USPTO. The task is: Predict which catalyst facilitates the given reaction. (1) Reactant: [C:1]([O:6][CH3:7])(=[O:5])[C@@H:2]([CH3:4])[OH:3].[S:8](Cl)([C:11]1[CH:17]=[CH:16][C:14]([CH3:15])=[CH:13][CH:12]=1)(=[O:10])=[O:9].N12CCN(CC1)CC2.C(N(CC)CC)C.Cl. The catalyst class is: 84. Product: [CH3:15][C:14]1[CH:16]=[CH:17][C:11]([S:8]([O:3][C@H:2]([CH3:4])[C:1]([O:6][CH3:7])=[O:5])(=[O:10])=[O:9])=[CH:12][CH:13]=1. (2) Reactant: [BH4-].[Na+].[Cl:3][C:4]1[C:9]([Cl:10])=[C:8]([Cl:11])[N:7]=[C:6]([C:12](OC)=[O:13])[CH:5]=1. Product: [Cl:3][C:4]1[C:9]([Cl:10])=[C:8]([Cl:11])[N:7]=[C:6]([CH2:12][OH:13])[CH:5]=1. The catalyst class is: 5.